The task is: Predict which catalyst facilitates the given reaction.. This data is from Catalyst prediction with 721,799 reactions and 888 catalyst types from USPTO. Reactant: O.[F:2][C:3]([F:8])([F:7])[C:4]([OH:6])=[O:5].[CH3:9][C:10]([CH3:55])([CH3:54])[C:11]([O:13][C:14]1[CH:19]=[CH:18][C:17]([C:20]2[CH:25]=[CH:24][C:23]([O:26][C:27]3[C:32](=[O:33])[N:31]([C:34]4[CH:39]=[CH:38][C:37]([CH3:40])=[CH:36][CH:35]=4)[N:30]=[CH:29][C:28]=3[N:41]3[CH2:46][CH2:45][N:44](C(OC(C)(C)C)=O)[CH2:43][CH2:42]3)=[CH:22][CH:21]=2)=[CH:16][CH:15]=1)=[O:12]. The catalyst class is: 4. Product: [F:2][C:3]([F:8])([F:7])[C:4]([OH:6])=[O:5].[C:11]([O:13][C:14]1[CH:19]=[CH:18][C:17]([C:20]2[CH:21]=[CH:22][C:23]([O:26][C:27]3[C:32](=[O:33])[N:31]([C:34]4[CH:35]=[CH:36][C:37]([CH3:40])=[CH:38][CH:39]=4)[N:30]=[CH:29][C:28]=3[N:41]3[CH2:46][CH2:45][NH:44][CH2:43][CH2:42]3)=[CH:24][CH:25]=2)=[CH:16][CH:15]=1)(=[O:12])[C:10]([CH3:55])([CH3:54])[CH3:9].